Dataset: NCI-60 drug combinations with 297,098 pairs across 59 cell lines. Task: Regression. Given two drug SMILES strings and cell line genomic features, predict the synergy score measuring deviation from expected non-interaction effect. (1) Drug 2: CC1CCC2CC(C(=CC=CC=CC(CC(C(=O)C(C(C(=CC(C(=O)CC(OC(=O)C3CCCCN3C(=O)C(=O)C1(O2)O)C(C)CC4CCC(C(C4)OC)OCCO)C)C)O)OC)C)C)C)OC. Cell line: MOLT-4. Synergy scores: CSS=28.8, Synergy_ZIP=-1.99, Synergy_Bliss=-5.08, Synergy_Loewe=-18.9, Synergy_HSA=-3.21. Drug 1: C1CCC(C1)C(CC#N)N2C=C(C=N2)C3=C4C=CNC4=NC=N3. (2) Drug 1: CC1C(C(CC(O1)OC2CC(CC3=C2C(=C4C(=C3O)C(=O)C5=C(C4=O)C(=CC=C5)OC)O)(C(=O)C)O)N)O.Cl. Drug 2: CCC1(CC2CC(C3=C(CCN(C2)C1)C4=CC=CC=C4N3)(C5=C(C=C6C(=C5)C78CCN9C7C(C=CC9)(C(C(C8N6C)(C(=O)OC)O)OC(=O)C)CC)OC)C(=O)OC)O.OS(=O)(=O)O. Cell line: UACC62. Synergy scores: CSS=21.1, Synergy_ZIP=-7.68, Synergy_Bliss=-4.90, Synergy_Loewe=-10.2, Synergy_HSA=-2.90. (3) Drug 1: C1CN1C2=NC(=NC(=N2)N3CC3)N4CC4. Drug 2: C(CN)CNCCSP(=O)(O)O. Cell line: HCT-15. Synergy scores: CSS=23.6, Synergy_ZIP=-4.82, Synergy_Bliss=-4.41, Synergy_Loewe=-33.9, Synergy_HSA=-5.67. (4) Drug 1: CCC1=CC2CC(C3=C(CN(C2)C1)C4=CC=CC=C4N3)(C5=C(C=C6C(=C5)C78CCN9C7C(C=CC9)(C(C(C8N6C)(C(=O)OC)O)OC(=O)C)CC)OC)C(=O)OC.C(C(C(=O)O)O)(C(=O)O)O. Drug 2: CC(C)NC(=O)C1=CC=C(C=C1)CNNC.Cl. Cell line: DU-145. Synergy scores: CSS=53.4, Synergy_ZIP=-0.506, Synergy_Bliss=0.570, Synergy_Loewe=-36.2, Synergy_HSA=-0.498.